From a dataset of Reaction yield outcomes from USPTO patents with 853,638 reactions. Predict the reaction yield, written as a fraction of the theoretical maximum amount of product (1.0 means a 100% yield; for example, 0.34 means a 34% yield). (1) The reactants are [CH:1]([CH:4]1[C:9]2=[CH:10][C:11]3[CH:12]=[CH:13][C:14]([S:17][CH3:18])=[CH:15][C:16]=3[N:8]2[CH2:7][CH2:6][NH:5]1)([CH3:3])[CH3:2].Cl[C:20]1[N:25]=[C:24]([C:26]([F:29])([F:28])[F:27])[CH:23]=[CH:22][N:21]=1.CCN(C(C)C)C(C)C. The catalyst is CC(O)C. The product is [CH:1]([CH:4]1[C:9]2=[CH:10][C:11]3[CH:12]=[CH:13][C:14]([S:17][CH3:18])=[CH:15][C:16]=3[N:8]2[CH2:7][CH2:6][N:5]1[C:20]1[N:25]=[C:24]([C:26]([F:29])([F:28])[F:27])[CH:23]=[CH:22][N:21]=1)([CH3:3])[CH3:2]. The yield is 0.577. (2) The reactants are [C:1]([O:5][C:6](=[O:17])[CH2:7]/[N:8]=[CH:9]/[CH2:10][C:11]([CH:14]1CC1)([CH3:13])[CH3:12])([CH3:4])([CH3:3])[CH3:2].[Cl:18][C:19]1[C:20]([F:37])=[C:21](/[CH:25]=[C:26](/[C:29]2[CH:34]=[CH:33][C:32](Cl)=[C:31](C)[CH:30]=2)\[C:27]#[N:28])[CH:22]=[CH:23][CH:24]=1.C(N(CC)CC)C.Cl[CH2:46][Cl:47]. The product is [C:1]([O:5][C:6]([CH:7]1[CH:25]([C:21]2[CH:22]=[CH:23][CH:24]=[C:19]([Cl:18])[C:20]=2[F:37])[C:26]([C:29]2[CH:30]=[CH:31][C:46]([Cl:47])=[C:33]([CH3:32])[CH:34]=2)([C:27]#[N:28])[CH:9]([CH2:10][C:11]([CH3:14])([CH3:13])[CH3:12])[NH:8]1)=[O:17])([CH3:4])([CH3:3])[CH3:2]. No catalyst specified. The yield is 0.800. (3) The reactants are [CH:1]([C:3]1[CH:4]=[C:5]2[C:9](=[CH:10][CH:11]=1)[NH:8][N:7]=[CH:6]2)=O.[C:12]([CH2:14][C:15]([NH2:17])=[O:16])#[N:13].N1CCCCC1. The catalyst is C1COCC1. The product is [C:12]([C:14](=[CH:1][C:3]1[CH:4]=[C:5]2[C:9](=[CH:10][CH:11]=1)[NH:8][N:7]=[CH:6]2)[C:15]([NH2:17])=[O:16])#[N:13]. The yield is 0.440. (4) The reactants are Br[C:2]1[C:7]([F:8])=[CH:6][CH:5]=[C:4]([CH3:9])[N:3]=1.[F:10][C:11]1[CH:16]=[CH:15][CH:14]=[C:13]([F:17])[C:12]=1B(O)O.[F-].[K+].C(P(C(C)(C)C)C(C)(C)C)(C)(C)C.[BH4-].[Na+]. The catalyst is C1COCC1.O.CCO.C1C=CC(/C=C/C(/C=C/C2C=CC=CC=2)=O)=CC=1.C1C=CC(/C=C/C(/C=C/C2C=CC=CC=2)=O)=CC=1.C1C=CC(/C=C/C(/C=C/C2C=CC=CC=2)=O)=CC=1.[Pd].[Pd]. The product is [F:10][C:11]1[CH:16]=[CH:15][CH:14]=[C:13]([F:17])[C:12]=1[C:2]1[C:7]([F:8])=[CH:6][CH:5]=[C:4]([CH3:9])[N:3]=1. The yield is 0.860. (5) The reactants are [Cl:1][C:2]1[NH:3][C:4](Cl)=[C:5]2[C:9]([N:10]=1)=[N:8][CH:7]=[N:6]2.[NH3:12]. The product is [Cl:1][C:2]1[NH:3][C:4]([NH2:12])=[C:5]2[C:9]([N:10]=1)=[N:8][CH:7]=[N:6]2. The yield is 1.00. The catalyst is C(O)(C)C. (6) The reactants are [CH2:1]([N:3]([CH2:20][CH3:21])[CH2:4][CH2:5][N:6]1[CH2:12][CH2:11][CH2:10][C:9]2[NH:13][C:14]([CH:17]=O)=[C:15]([CH3:16])[C:8]=2[C:7]1=[O:19])[CH3:2].[F:22][C:23]1[CH:24]=[C:25]2[C:29](=[CH:30][C:31]=1[NH:32][C:33](=[O:38])[C:34]([OH:37])([CH3:36])[CH3:35])[NH:28][C:27](=[O:39])[CH2:26]2. No catalyst specified. The product is [CH2:1]([N:3]([CH2:20][CH3:21])[CH2:4][CH2:5][N:6]1[CH2:12][CH2:11][CH2:10][C:9]2[NH:13][C:14](/[CH:17]=[C:26]3\[C:27](=[O:39])[NH:28][C:29]4[C:25]\3=[CH:24][C:23]([F:22])=[C:31]([NH:32][C:33](=[O:38])[C:34]([OH:37])([CH3:35])[CH3:36])[CH:30]=4)=[C:15]([CH3:16])[C:8]=2[C:7]1=[O:19])[CH3:2]. The yield is 0.624. (7) The reactants are Cl.Cl.C[O:4][C:5]([C:7]1[CH:12]=[C:11]([NH:13][CH:14]2[CH2:19][CH2:18][NH:17][CH2:16][CH2:15]2)[N:10]=[C:9](Cl)[N:8]=1)=[O:6].[Cl:21][C:22]1[CH:29]=[CH:28][C:25]([CH:26]=O)=[CH:24][C:23]=1[O:30][CH2:31][CH3:32].[C:33]([OH:36])(=[O:35])C.C(N(C(C)C)C(C)C)C.C([BH3-])#N.[Na+].[OH-].[Na+]. The catalyst is C(O)C. The product is [Cl:21][C:22]1[CH:29]=[CH:28][C:25]([CH2:26][N:17]2[CH2:18][CH2:19][CH:14]([NH:13][C:11]3[N:10]=[C:9]([C:33]([OH:36])=[O:35])[N:8]=[C:7]([C:5]([OH:4])=[O:6])[CH:12]=3)[CH2:15][CH2:16]2)=[CH:24][C:23]=1[O:30][CH2:31][CH3:32]. The yield is 0.0400. (8) The reactants are [C:1]([O:6][CH2:7][CH:8]([CH3:10])[CH3:9])(=[O:5])[C:2]([CH3:4])=[CH2:3].[C:11]([O:16][CH2:17][CH2:18][CH2:19][CH3:20])(=[O:15])[C:12]([CH3:14])=[CH2:13]. The catalyst is CC(OC(C)=O)COC. The product is [C:1]([O:6][CH2:7][CH:8]([CH3:10])[CH3:9])(=[O:5])[C:2]([CH3:4])=[CH2:3].[C:11]([O:16][CH2:17][CH2:18][CH2:19][CH3:20])(=[O:15])[C:12]([CH3:14])=[CH2:13]. The yield is 0.828. (9) The reactants are [F:1][C:2]1[CH:3]=[C:4]([OH:11])[CH:5]=[CH:6][C:7]=1[N+:8]([O-:10])=[O:9].N12CCCN=C1CCCC[CH2:13]2.IC. The catalyst is CC(C)=O. The product is [F:1][C:2]1[CH:3]=[C:4]([O:11][CH3:13])[CH:5]=[CH:6][C:7]=1[N+:8]([O-:10])=[O:9]. The yield is 0.880. (10) The reactants are O[N:2]=[C:3]([CH2:7][C:8]1[S:9][CH:10]=[C:11]([C:13]2[CH:18]=[CH:17][CH:16]=[CH:15][CH:14]=2)[CH:12]=1)C(O)=O.O. The catalyst is C(OC(=O)C)(=O)C. The product is [C:13]1([C:11]2[CH:12]=[C:8]([CH2:7][C:3]#[N:2])[S:9][CH:10]=2)[CH:14]=[CH:15][CH:16]=[CH:17][CH:18]=1. The yield is 0.730.